This data is from Full USPTO retrosynthesis dataset with 1.9M reactions from patents (1976-2016). The task is: Predict the reactants needed to synthesize the given product. (1) Given the product [CH2:1]([N:5]([CH2:28][CH3:29])[C:6]1[C:7]2[C:15]([CH3:16])([CH3:17])[CH:14]([O:18][CH3:32])[N:13]([C:19]3[C:24]([CH3:25])=[CH:23][C:22]([CH3:26])=[CH:21][C:20]=3[CH3:27])[C:8]=2[N:9]=[C:10]([CH3:12])[N:11]=1)[CH2:2][CH2:3][CH3:4], predict the reactants needed to synthesize it. The reactants are: [CH2:1]([N:5]([CH2:28][CH3:29])[C:6]1[C:7]2[C:15]([CH3:17])([CH3:16])[CH:14]([OH:18])[N:13]([C:19]3[C:24]([CH3:25])=[CH:23][C:22]([CH3:26])=[CH:21][C:20]=3[CH3:27])[C:8]=2[N:9]=[C:10]([CH3:12])[N:11]=1)[CH2:2][CH2:3][CH3:4].[H-].[Na+].[CH3:32]I. (2) Given the product [ClH:30].[CH3:17][C:16]1[S:15][C:14]([N:18]2[CH2:23][CH2:22][O:21][CH2:20][CH2:19]2)=[N:13][C:12]=1/[CH:11]=[CH:10]/[C:9]1[C:5]([OH:4])=[N:6][N:7]([C:24]2[CH:29]=[CH:28][CH:27]=[CH:26][CH:25]=2)[CH:8]=1, predict the reactants needed to synthesize it. The reactants are: COC[O:4][C:5]1[C:9](/[CH:10]=[CH:11]/[C:12]2[N:13]=[C:14]([N:18]3[CH2:23][CH2:22][O:21][CH2:20][CH2:19]3)[S:15][C:16]=2[CH3:17])=[CH:8][N:7]([C:24]2[CH:29]=[CH:28][CH:27]=[CH:26][CH:25]=2)[N:6]=1.[ClH:30].